This data is from HIV replication inhibition screening data with 41,000+ compounds from the AIDS Antiviral Screen. The task is: Binary Classification. Given a drug SMILES string, predict its activity (active/inactive) in a high-throughput screening assay against a specified biological target. The compound is C=C(C)C(=O)OC1CC(CO)=CC(O)CC(C)=CC2OC(=O)C(=C)C21. The result is 0 (inactive).